From a dataset of Full USPTO retrosynthesis dataset with 1.9M reactions from patents (1976-2016). Predict the reactants needed to synthesize the given product. Given the product [O:59]=[C:52]1[C:53]2[CH:58]=[CH:57][CH:56]=[CH:55][C:54]=2[C@@:48]2([CH2:49][CH2:50][N:46]([C:4]([C:6]3([C:9]4[CH:10]=[CH:11][C:12]([N:15]5[CH2:16][CH2:17][N:18]([C:21]([O:23][C:24]([CH3:25])([CH3:27])[CH3:26])=[O:22])[CH2:19][CH2:20]5)=[N:13][CH:14]=4)[CH2:7][CH2:8]3)=[O:5])[CH2:47]2)[O:51]1, predict the reactants needed to synthesize it. The reactants are: C(O[C:4]([C:6]1([C:9]2[CH:10]=[CH:11][C:12]([N:15]3[CH2:20][CH2:19][N:18]([C:21]([O:23][C:24]([CH3:27])([CH3:26])[CH3:25])=[O:22])[CH2:17][CH2:16]3)=[N:13][CH:14]=2)[CH2:8][CH2:7]1)=[O:5])C.[OH-].[Li+].Cl.CC1(C)C2CC[C@@]1(CS(O)(=O)=O)C(=O)C2.[NH:46]1[CH2:50][CH2:49][C@@:48]2([C:54]3[CH:55]=[CH:56][CH:57]=[CH:58][C:53]=3[C:52](=[O:59])[O:51]2)[CH2:47]1.F[P-](F)(F)(F)(F)F.N1(O[P+](N(C)C)(N(C)C)N(C)C)C2C=CC=CC=2N=N1.CN1CCOCC1.C(O)(C(F)(F)F)=O.